Dataset: Full USPTO retrosynthesis dataset with 1.9M reactions from patents (1976-2016). Task: Predict the reactants needed to synthesize the given product. (1) Given the product [Cl:25][C:26]1[CH:31]=[C:30]([Cl:32])[CH:29]=[CH:28][C:27]=1[C:2]1[N:7]=[C:6]([NH:8][CH2:9][CH2:10][NH:11][C:12]2[N:17]=[C:16]([NH2:18])[C:15]([N+:19]([O-:21])=[O:20])=[CH:14][CH:13]=2)[N:5]2[N:22]=[CH:23][N:24]=[C:4]2[CH:3]=1, predict the reactants needed to synthesize it. The reactants are: Cl[C:2]1[N:7]=[C:6]([NH:8][CH2:9][CH2:10][NH:11][C:12]2[N:17]=[C:16]([NH2:18])[C:15]([N+:19]([O-:21])=[O:20])=[CH:14][CH:13]=2)[N:5]2[N:22]=[CH:23][N:24]=[C:4]2[CH:3]=1.[Cl:25][C:26]1[CH:31]=[C:30]([Cl:32])[CH:29]=[CH:28][C:27]=1B(O)O.C(=O)([O-])[O-].[Na+].[Na+]. (2) Given the product [Br:1][C:2]1[CH:3]=[CH:4][C:5]([CH2:8][C:9]([O:11][CH2:23][CH3:24])=[O:10])=[CH:6][CH:7]=1, predict the reactants needed to synthesize it. The reactants are: [Br:1][C:2]1[CH:7]=[CH:6][C:5]([CH2:8][C:9]([OH:11])=[O:10])=[CH:4][CH:3]=1.OS(O)(=O)=O.C([O-])([O-])=O.[K+].[K+].[CH2:23](O)[CH3:24]. (3) Given the product [C:25]([O:29][C:30](=[O:31])[NH:32][C:33]1[C:42]2[C:37](=[CH:38][CH:39]=[CH:40][CH:41]=2)[C:36]([O:43][C:44]2[CH:49]=[CH:48][N:47]=[C:46]([NH:50][C:51]3[CH:52]=[C:53]([C:54](=[O:55])[NH:73][C@@H:71]([CH3:72])[CH2:70][O:69][CH2:68][CH2:67][O:66][CH2:65][CH2:64][O:63][CH3:62])[CH:57]=[C:58]([C:60]#[CH:61])[CH:59]=3)[CH:45]=2)=[CH:35][CH:34]=1)([CH3:27])([CH3:26])[CH3:28], predict the reactants needed to synthesize it. The reactants are: CN(C(ON1N=NC2C=CC=NC1=2)=[N+](C)C)C.F[P-](F)(F)(F)(F)F.[C:25]([O:29][C:30]([NH:32][C:33]1[C:42]2[C:37](=[CH:38][CH:39]=[CH:40][CH:41]=2)[C:36]([O:43][C:44]2[CH:49]=[CH:48][N:47]=[C:46]([NH:50][C:51]3[CH:52]=[C:53]([CH:57]=[C:58]([C:60]#[CH:61])[CH:59]=3)[C:54](O)=[O:55])[CH:45]=2)=[CH:35][CH:34]=1)=[O:31])([CH3:28])([CH3:27])[CH3:26].[CH3:62][O:63][CH2:64][CH2:65][O:66][CH2:67][CH2:68][O:69][CH2:70][C@@H:71]([NH2:73])[CH3:72].CCN(C(C)C)C(C)C. (4) The reactants are: [F:1][CH:2]([F:30])[O:3][C:4]1[CH:5]=[N:6][C:7]([NH:10][C:11]2[CH:16]=[CH:15][C:14]([C@H:17]3[O:22][CH2:21][CH2:20][N:19](C(OC(C)(C)C)=O)[CH2:18]3)=[CH:13][CH:12]=2)=[N:8][CH:9]=1.C(#N)C.O.FC(F)(F)C(O)=O. Given the product [F:30][CH:2]([F:1])[O:3][C:4]1[CH:5]=[N:6][C:7]([NH:10][C:11]2[CH:16]=[CH:15][C:14]([C@H:17]3[O:22][CH2:21][CH2:20][NH:19][CH2:18]3)=[CH:13][CH:12]=2)=[N:8][CH:9]=1, predict the reactants needed to synthesize it.